Dataset: Full USPTO retrosynthesis dataset with 1.9M reactions from patents (1976-2016). Task: Predict the reactants needed to synthesize the given product. (1) Given the product [N:26]([CH2:12][CH:13]1[CH2:18][CH2:17][CH2:16][N:15]([C:19]([O:21][C:22]([CH3:25])([CH3:24])[CH3:23])=[O:20])[CH2:14]1)=[N+:27]=[N-:28], predict the reactants needed to synthesize it. The reactants are: S(O[CH2:12][CH:13]1[CH2:18][CH2:17][CH2:16][N:15]([C:19]([O:21][C:22]([CH3:25])([CH3:24])[CH3:23])=[O:20])[CH2:14]1)(C1C=CC(C)=CC=1)(=O)=O.[N-:26]=[N+:27]=[N-:28].[Na+].[Na+].[I-]. (2) Given the product [NH2:1][C:2]1[C:7]([F:8])=[CH:6][N:5]=[C:4]([O:19][N:18]=[C:10]([C:12]2[CH:17]=[CH:16][CH:15]=[CH:14][CH:13]=2)[CH3:11])[N:3]=1, predict the reactants needed to synthesize it. The reactants are: [NH2:1][C:2]1[C:7]([F:8])=[CH:6][N:5]=[C:4](Cl)[N:3]=1.[C:10](=[N:18][OH:19])([C:12]1[CH:17]=[CH:16][CH:15]=[CH:14][CH:13]=1)[CH3:11].[H-].[Na+].O. (3) Given the product [Cl:1][C:2]1[O:3][C:4]2[CH:10]=[CH:9][C:8]([C:11]([CH2:30][CH3:31])=[C:12]([C:23]3[CH:28]=[CH:27][C:26]([OH:29])=[CH:25][CH:24]=3)[C:13]3[CH:14]=[CH:15][C:16]([O:19][CH2:20][CH2:21][N:32]4[CH2:37][CH2:36][O:35][CH2:34][CH2:33]4)=[CH:17][CH:18]=3)=[CH:7][C:5]=2[CH:6]=1, predict the reactants needed to synthesize it. The reactants are: [Cl:1][C:2]1[O:3][C:4]2[CH:10]=[CH:9][C:8]([C:11]([CH2:30][CH3:31])=[C:12]([C:23]3[CH:28]=[CH:27][C:26]([OH:29])=[CH:25][CH:24]=3)[C:13]3[CH:18]=[CH:17][C:16]([O:19][CH2:20][CH2:21]Cl)=[CH:15][CH:14]=3)=[CH:7][C:5]=2[CH:6]=1.[NH:32]1[CH2:37][CH2:36][O:35][CH2:34][CH2:33]1. (4) The reactants are: [CH:1]1([C:4]2[C:5]([O:21][CH2:22][C:23]([F:26])([F:25])[F:24])=[CH:6][C:7]([C:10]([NH:12][CH:13]([C:17]([CH3:20])([CH3:19])[CH3:18])[C:14](O)=[O:15])=[O:11])=[N:8][CH:9]=2)[CH2:3][CH2:2]1.[NH:27]1[CH2:30][CH2:29][CH2:28]1.C(O)[C@@H](O)[C@@H](O)[C@H](O)[C@@H](O)C([O-])=O.C(O)[C@@H](O)[C@@H](O)[C@H](O)[C@@H](O)C([O-])=O.[Mg+2]. Given the product [N:27]1([C:14](=[O:15])[CH:13]([NH:12][C:10]([C:7]2[CH:6]=[C:5]([O:21][CH2:22][C:23]([F:24])([F:26])[F:25])[C:4]([CH:1]3[CH2:3][CH2:2]3)=[CH:9][N:8]=2)=[O:11])[C:17]([CH3:19])([CH3:20])[CH3:18])[CH2:30][CH2:29][CH2:28]1, predict the reactants needed to synthesize it. (5) Given the product [S:21]1[C:17]2[CH:16]=[CH:15][C:14]([N:9]3[CH2:10][CH2:11][N:7]([C:3]4[CH:2]=[N:1][CH:6]=[CH:5][CH:4]=4)[C:8]3=[O:12])=[CH:22][C:18]=2[N:19]=[CH:20]1, predict the reactants needed to synthesize it. The reactants are: [N:1]1[CH:6]=[CH:5][CH:4]=[C:3]([N:7]2[CH2:11][CH2:10][NH:9][C:8]2=[O:12])[CH:2]=1.I[C:14]1[CH:15]=[CH:16][C:17]2[S:21][CH:20]=[N:19][C:18]=2[CH:22]=1.N[C@@H]1CCCC[C@H]1N.C(=O)([O-])[O-].[K+].[K+]. (6) Given the product [C:35]([O:34][CH2:33][CH2:32][O:24][C:21]1[CH:20]=[CH:19][C:18]([C:14]2[CH:15]=[CH:16][CH:17]=[C:12]([CH2:11][CH2:10][C:4]3[N:3]=[C:2]([NH2:1])[N:7]([CH3:8])[C:6](=[O:9])[CH:5]=3)[CH:13]=2)=[CH:23][CH:22]=1)(=[O:37])[CH3:36], predict the reactants needed to synthesize it. The reactants are: [NH2:1][C:2]1[N:7]([CH3:8])[C:6](=[O:9])[CH:5]=[C:4]([CH2:10][CH2:11][C:12]2[CH:13]=[C:14]([C:18]3[CH:23]=[CH:22][C:21]([OH:24])=[CH:20][CH:19]=3)[CH:15]=[CH:16][CH:17]=2)[N:3]=1.C([O-])([O-])=O.[K+].[K+].Br[CH2:32][CH2:33][O:34][C:35](=[O:37])[CH3:36]. (7) Given the product [CH:3]1[C:4]2[NH:5][C:6]3[C:11](=[CH:10][CH:9]=[CH:8][CH:7]=3)[C:12]=2[CH:13]=[CH:14][C:2]=1[O:1][CH2:16][CH2:17][CH2:18][CH2:19][CH2:20][C:21]([O:23][CH2:24][CH3:25])=[O:22], predict the reactants needed to synthesize it. The reactants are: [OH:1][C:2]1[CH:14]=[CH:13][C:12]2[C:11]3[C:6](=[CH:7][CH:8]=[CH:9][CH:10]=3)[NH:5][C:4]=2[CH:3]=1.Br[CH2:16][CH2:17][CH2:18][CH2:19][CH2:20][C:21]([O:23][CH2:24][CH3:25])=[O:22].C(=O)([O-])[O-].[K+].[K+].O. (8) Given the product [C:16]1([CH3:26])[CH:21]=[CH:20][C:19]([S:22]([O:6][C:5]2[CH:7]=[CH:8][C:2]([Br:1])=[C:3]([O:9][CH3:27])[CH:4]=2)(=[O:24])=[O:23])=[CH:18][CH:17]=1, predict the reactants needed to synthesize it. The reactants are: [Br:1][C:2]1[CH:8]=[CH:7][C:5]([OH:6])=[CH:4][C:3]=1[OH:9].C(=O)([O-])[O-].[K+].[K+].[C:16]1([CH3:26])[CH:21]=[CH:20][C:19]([S:22](Cl)(=[O:24])=[O:23])=[CH:18][CH:17]=1.[CH3:27]I.